Regression. Given a peptide amino acid sequence and an MHC pseudo amino acid sequence, predict their binding affinity value. This is MHC class I binding data. From a dataset of Peptide-MHC class I binding affinity with 185,985 pairs from IEDB/IMGT. (1) The peptide sequence is GKLDPTNTL. The MHC is HLA-A80:01 with pseudo-sequence HLA-A80:01. The binding affinity (normalized) is 0.0847. (2) The peptide sequence is FMRFAFLSM. The MHC is BoLA-D18.4 with pseudo-sequence BoLA-D18.4. The binding affinity (normalized) is 0.202.